Dataset: CYP2C19 inhibition data for predicting drug metabolism from PubChem BioAssay. Task: Regression/Classification. Given a drug SMILES string, predict its absorption, distribution, metabolism, or excretion properties. Task type varies by dataset: regression for continuous measurements (e.g., permeability, clearance, half-life) or binary classification for categorical outcomes (e.g., BBB penetration, CYP inhibition). Dataset: cyp2c19_veith. The compound is O=C(CNC(=O)c1ccco1)OCc1c(F)cccc1Cl. The result is 1 (inhibitor).